Dataset: Forward reaction prediction with 1.9M reactions from USPTO patents (1976-2016). Task: Predict the product of the given reaction. (1) Given the reactants [CH3:1][C:2]([CH2:8][CH2:9][CH3:10])=[CH:3][C:4]([O:6][CH3:7])=[O:5].[CH:11]1(CO)[CH2:13][CH2:12]1, predict the reaction product. The product is: [CH3:1][C:2]([CH2:8][CH2:9][CH3:10])=[CH:3][C:4]([O:6][CH2:7][CH:11]1[CH2:13][CH2:12]1)=[O:5]. (2) Given the reactants [Cl:1][C:2]1[N:3]=[C:4]([N:21]2[CH2:26][CH2:25][O:24][CH2:23][CH2:22]2)[C:5]2[S:10][C:9]([CH2:11][N:12]3[CH2:17][CH2:16][NH:15][C:14](=[O:18])[C:13]3(C)[CH3:19])=[CH:8][C:6]=2[N:7]=1.[C:30]1(=[O:33])[NH:29][CH2:28][C:30](=[O:33])[N:29]2CCNC[C@H:28]12, predict the reaction product. The product is: [Cl:1][C:2]1[N:3]=[C:4]([N:21]2[CH2:22][CH2:23][O:24][CH2:25][CH2:26]2)[C:5]2[S:10][C:9]([CH2:11][N:12]3[CH2:17][CH2:16][N:15]4[C:14](=[O:18])[CH2:28][NH:29][C:30](=[O:33])[C@H:19]4[CH2:13]3)=[CH:8][C:6]=2[N:7]=1. (3) Given the reactants [CH2:1]([SH:6])[CH2:2][CH2:3][CH2:4][CH3:5].[OH-].[Na+].Cl[C:10]1[CH:15]=[CH:14][N+:13]([O-:16])=[CH:12][C:11]=1[CH3:17], predict the reaction product. The product is: [CH2:1]([S:6][C:10]1[CH:15]=[CH:14][N+:13]([O-:16])=[CH:12][C:11]=1[CH3:17])[CH2:2][CH2:3][CH2:4][CH3:5]. (4) Given the reactants [NH:1]1[CH2:7][CH:6]([OH:8])[CH2:5][NH:4][CH2:3][CH2:2]1.Br[C:10]1[CH:15]=[CH:14][CH:13]=[C:12](F)[N:11]=1.Cl[C:18]1[N:23]=[CH:22][C:21]2[CH:24]=[N:25][NH:26][C:20]=2[CH:19]=1.[CH3:27][N:28]1[CH:32]=[C:31](B2OC(C)(C)C(C)(C)O2)[CH:30]=[N:29]1, predict the reaction product. The product is: [CH3:27][N:28]1[CH:32]=[C:31]([C:18]2[N:23]=[CH:22][C:21]3[CH:24]=[N:25][N:26]([C:12]4[N:11]=[C:10]([N:1]5[CH2:7][C@@H:6]([OH:8])[CH2:5][NH:4][CH2:3][CH2:2]5)[CH:15]=[CH:14][CH:13]=4)[C:20]=3[CH:19]=2)[CH:30]=[N:29]1. (5) Given the reactants [C:1]([O:5][C:6]([N:8]([C:16]1[CH:21]=[CH:20][N:19]=[C:18]([C:22]2[CH:23]=[N:24][N:25]([CH2:27][CH:28]3[CH2:30][CH2:29]3)[CH:26]=2)[N:17]=1)[C:9](=[O:15])[O:10][C:11]([CH3:14])([CH3:13])[CH3:12])=[O:7])([CH3:4])([CH3:3])[CH3:2].[Cl:31]N1C(=O)CCC1=O, predict the reaction product. The product is: [C:11]([O:10][C:9]([N:8]([C:16]1[CH:21]=[CH:20][N:19]=[C:18]([C:22]2[C:23]([Cl:31])=[N:24][N:25]([CH2:27][CH:28]3[CH2:29][CH2:30]3)[CH:26]=2)[N:17]=1)[C:6](=[O:7])[O:5][C:1]([CH3:2])([CH3:3])[CH3:4])=[O:15])([CH3:14])([CH3:13])[CH3:12].